This data is from Forward reaction prediction with 1.9M reactions from USPTO patents (1976-2016). The task is: Predict the product of the given reaction. Given the reactants [Cl:1][C:2]1[N:7]=[C:6]([CH:8]=[CH:9][C:10]2[CH:11]=[C:12]([NH:16][C:17](=[O:22])[C:18]([F:21])([F:20])[F:19])[CH:13]=[CH:14][CH:15]=2)[CH:5]=[CH:4][N:3]=1.[N+]([O-])([O-])=O.[NH2:27][N+:28]1[CH:33]=[CH:32][CH:31]=[C:30]([F:34])[CH:29]=1.C([O-])([O-])=O.[K+].[K+].[Li+].[Cl-], predict the reaction product. The product is: [Cl:1][C:2]1[N:7]=[C:6]([C:8]2[C:9]([C:10]3[CH:11]=[C:12]([NH:16][C:17](=[O:22])[C:18]([F:19])([F:20])[F:21])[CH:13]=[CH:14][CH:15]=3)=[N:27][N:28]3[CH:29]=[C:30]([F:34])[CH:31]=[CH:32][C:33]=23)[CH:5]=[CH:4][N:3]=1.